Dataset: Full USPTO retrosynthesis dataset with 1.9M reactions from patents (1976-2016). Task: Predict the reactants needed to synthesize the given product. (1) Given the product [OH:1][C@:2]1([C@:22]2([CH3:23])[C@H:8]([C:9]3[C@H:19]([CH2:20][CH2:21]2)[C@:17]2([CH3:18])[C@@H:12]([CH2:13][C:14](=[O:24])[CH2:15][CH2:16]2)[CH2:11][CH:10]=3)[CH2:7][CH2:6]1)[C:3](=[O:5])[CH3:4], predict the reactants needed to synthesize it. The reactants are: [OH:1][C@:2]1([C@:22]2([CH3:23])[C@H:8]([C:9]3[C@H:19]([CH2:20][CH2:21]2)[C@:17]2([CH3:18])[C:12](=[CH:13][C:14](=[O:24])[CH2:15][CH2:16]2)[CH2:11][CH:10]=3)[CH2:7][CH2:6]1)[C:3](=[O:5])[CH3:4]. (2) Given the product [CH:16]1([NH:17][C:49]([C:46]2[NH:47][CH:48]=[C:44]([C:42]([C:41]3[C:37]([C:31]4[CH:30]=[C:29]([F:28])[C:34]([F:35])=[C:33]([F:36])[CH:32]=4)=[N:38][O:39][C:40]=3[CH3:55])=[O:43])[CH:45]=2)=[O:54])[CH2:21][CH2:26][CH2:25][CH2:24]1, predict the reactants needed to synthesize it. The reactants are: C1(CNC(C2NC=C(C(C3[C:16]([C:21]4[CH:26]=[CH:25][C:24](F)=CC=4)=[N:17]OC=3C)=O)C=2)=O)CC1.[F:28][C:29]1[CH:30]=[C:31]([C:37]2[C:41]([C:42]([C:44]3[CH:45]=[C:46]([C:49](=[O:54])C(Cl)(Cl)Cl)[NH:47][CH:48]=3)=[O:43])=[C:40]([CH3:55])[O:39][N:38]=2)[CH:32]=[C:33]([F:36])[C:34]=1[F:35].C1(N)CCCC1.